This data is from Full USPTO retrosynthesis dataset with 1.9M reactions from patents (1976-2016). The task is: Predict the reactants needed to synthesize the given product. (1) Given the product [CH3:1][C@H:2]1[C@H:12]2[C@H:13]3[C@:17]([CH3:20])([CH2:18][CH2:19][C@@H:11]2[C:5]2[CH2:6][CH2:7][C:8]([CH2:10][C:4]=2[CH2:3]1)=[O:9])[C@:16]([OH:23])([C:21]#[CH:22])[CH2:15][CH2:14]3.[OH:24][CH:25]1[O:44][C@H:43]([CH2:45][OH:46])[C@@H:30]([O:31][C@@H:32]2[O:40][C@H:39]([CH2:41][OH:42])[C@H:37]([OH:38])[C@H:35]([OH:36])[C@H:33]2[OH:34])[C@H:28]([OH:29])[C@H:26]1[OH:27], predict the reactants needed to synthesize it. The reactants are: [CH3:1][C@H:2]1[C@H:12]2[C@H:13]3[C@:17]([CH3:20])([CH2:18][CH2:19][C@@H:11]2[C:5]2[CH2:6][CH2:7][C:8]([CH2:10][C:4]=2[CH2:3]1)=[O:9])[C@:16]([OH:23])([C:21]#[CH:22])[CH2:15][CH2:14]3.[OH:24][CH:25]1[O:44][C@H:43]([CH2:45][OH:46])[C@@H:30]([O:31][C@@H:32]2[O:40][C@H:39]([CH2:41][OH:42])[C@H:37]([OH:38])[C@H:35]([OH:36])[C@H:33]2[OH:34])[C@H:28]([OH:29])[C@H:26]1[OH:27]. (2) Given the product [CH2:1]([S:8][C:9]1[CH:14]=[C:13]2[C:12](=[CH:11][CH:10]=1)[N:22]([C:23]1[CH:28]=[CH:27][C:26]([Br:29])=[CH:25][C:24]=1[O:30][CH3:31])[C:17](=[O:19])[CH:16]=[CH:15]2)[C:2]1[CH:3]=[CH:4][CH:5]=[CH:6][CH:7]=1, predict the reactants needed to synthesize it. The reactants are: [CH2:1]([S:8][C:9]1[CH:10]=[CH:11][C:12]([NH:22][C:23]2[CH:28]=[CH:27][C:26]([Br:29])=[CH:25][C:24]=2[O:30][CH3:31])=[C:13](/[CH:15]=[CH:16]/[C:17]([O:19]CC)=O)[CH:14]=1)[C:2]1[CH:7]=[CH:6][CH:5]=[CH:4][CH:3]=1.CO.C[O-].[Na+]. (3) Given the product [Cl:22][S:16]([C:12]1[CH:13]=[C:14]2[C:9]([CH:8]=[CH:7][C:6]([NH:5][C:2](=[O:4])[CH3:3])=[CH:15]2)=[CH:10][CH:11]=1)(=[O:19])=[O:17], predict the reactants needed to synthesize it. The reactants are: [Na+].[C:2]([NH:5][C:6]1[CH:15]=[C:14]2[C:9]([CH:10]=[CH:11][C:12]([S:16]([O-:19])(=O)=[O:17])=[CH:13]2)=[CH:8][CH:7]=1)(=[O:4])[CH3:3].P(Cl)(Cl)([Cl:22])=O.